The task is: Predict the reactants needed to synthesize the given product.. This data is from Full USPTO retrosynthesis dataset with 1.9M reactions from patents (1976-2016). (1) Given the product [C:1]([O:5][C:6]([NH:8][CH2:9][CH2:10][CH2:11][C:12](=[O:14])[N:17]([O:18][CH3:19])[CH3:16])=[O:7])([CH3:2])([CH3:3])[CH3:4], predict the reactants needed to synthesize it. The reactants are: [C:1]([O:5][C:6]([NH:8][CH2:9][CH2:10][CH2:11][C:12]([OH:14])=O)=[O:7])([CH3:4])([CH3:3])[CH3:2].Cl.[CH3:16][NH:17][O:18][CH3:19].O. (2) Given the product [F:7][C:8]1[CH:9]=[C:10]([CH:14]=[CH:15][CH:16]=1)[C:11]([N:1]1[CH2:5][CH2:4][C:3](=[O:6])[NH:2]1)=[O:12], predict the reactants needed to synthesize it. The reactants are: [NH:1]1[CH2:5][CH2:4][C:3](=[O:6])[NH:2]1.[F:7][C:8]1[CH:9]=[C:10]([CH:14]=[CH:15][CH:16]=1)[C:11](O)=[O:12].C(N(CC)CC)C.CCCP1(OP(CCC)(=O)OP(CCC)(=O)O1)=O. (3) Given the product [CH3:1][S:2]([CH2:5][O:6][CH2:7][CH2:8][N:9]1[C:13]2[CH:14]=[CH:15][C:16]([C:18]([N:21]3[CH:30]4[CH:25]([CH2:26][CH2:27][CH2:28][CH2:29]4)[CH2:24][CH2:23][CH2:22]3)=[O:20])=[CH:17][C:12]=2[N:11]=[CH:10]1)(=[O:3])=[O:4], predict the reactants needed to synthesize it. The reactants are: [CH3:1][S:2]([CH2:5][O:6][CH2:7][CH2:8][N:9]1[C:13]2[CH:14]=[CH:15][C:16]([C:18]([OH:20])=O)=[CH:17][C:12]=2[N:11]=[CH:10]1)(=[O:4])=[O:3].[NH:21]1[CH:30]2[CH:25]([CH2:26][CH2:27][CH2:28][CH2:29]2)[CH2:24][CH2:23][CH2:22]1.C1C=CC2N(O)N=NC=2C=1.CCN(C(C)C)C(C)C.CCN=C=NCCCN(C)C.Cl.Cl.